Dataset: Human liver microsome stability data. Task: Regression/Classification. Given a drug SMILES string, predict its absorption, distribution, metabolism, or excretion properties. Task type varies by dataset: regression for continuous measurements (e.g., permeability, clearance, half-life) or binary classification for categorical outcomes (e.g., BBB penetration, CYP inhibition). Dataset: hlm. (1) The molecule is C[C@H]1c2c(Cl)c(-c3cccc4cc[nH]c34)cc(F)c2NC(C)(C)[C@@H]1O. The result is 1 (stable in human liver microsomes). (2) The compound is CCC(N)C1(c2ccc(Cl)c(Cl)c2)CCCCC1. The result is 0 (unstable in human liver microsomes). (3) The drug is C=C[C@@H]1C[C@]1(NC(=O)[C@@H]1C[C@@](OC)(c2ccc(-c3ccc(C)cn3)cc2)CN1C(=O)[C@@H](NC(=O)OC1CCCC1)C(C)(C)C)C(=O)NS(=O)(=O)C1CC1. The result is 0 (unstable in human liver microsomes). (4) The molecule is O=C(O)c1c(O)c(Cc2ccc(Cl)cc2)nc2c3c(ccc12)CCCC3. The result is 0 (unstable in human liver microsomes). (5) The drug is CC(C)N1CCC(Oc2ccc(C=Cc3[nH]nc4cc([C@@H]5C[C@@]56C(=O)Nc5ccccc56)ccc34)cc2)CC1. The result is 0 (unstable in human liver microsomes). (6) The molecule is Cc1cc(-c2ccc(SCC(=O)Nc3ccc(-c4cnccn4)cn3)cc2)ccn1. The result is 1 (stable in human liver microsomes). (7) The compound is CC(C)(C)CC[C@]1(C)CN(C2CCC2)C(=O)C(C2=NS(=O)(=O)c3cc(NS(C)(=O)=O)ccc3N2)=C1O. The result is 0 (unstable in human liver microsomes). (8) The compound is Cc1noc(-c2ccc3c(c2)c2c(n3CCCSc3cc(F)cc(F)c3)CCCC2=O)n1. The result is 1 (stable in human liver microsomes). (9) The molecule is NCc1ccc(-c2cnccc2-c2ccoc2)o1. The result is 0 (unstable in human liver microsomes). (10) The drug is CS(=O)(=O)Nc1ccc2c(c1)S(=O)(=O)NC(C1=C(O)C3CCCC3N(Cc3ccccc3)C1=O)=N2. The result is 0 (unstable in human liver microsomes).